Regression/Classification. Given a drug SMILES string, predict its absorption, distribution, metabolism, or excretion properties. Task type varies by dataset: regression for continuous measurements (e.g., permeability, clearance, half-life) or binary classification for categorical outcomes (e.g., BBB penetration, CYP inhibition). Dataset: cyp2d6_veith. From a dataset of CYP2D6 inhibition data for predicting drug metabolism from PubChem BioAssay. The result is 1 (inhibitor). The molecule is CCN(CCCCOC(=O)c1ccc(OC)c(OC)c1)[C@@H](C)Cc1ccc(OC)cc1.